This data is from Forward reaction prediction with 1.9M reactions from USPTO patents (1976-2016). The task is: Predict the product of the given reaction. (1) Given the reactants [H-].[Na+].[I:3][C:4]1[CH:9]=[CH:8][C:7]([OH:10])=[CH:6][CH:5]=1.Cl[C:12]1[N:17]=[C:16]([O:18][CH3:19])[CH:15]=[CH:14][N:13]=1.O, predict the reaction product. The product is: [I:3][C:4]1[CH:9]=[CH:8][C:7]([O:10][C:12]2[N:17]=[C:16]([O:18][CH3:19])[CH:15]=[CH:14][N:13]=2)=[CH:6][CH:5]=1. (2) Given the reactants [CH3:1][O:2][C:3](=[O:21])[CH:4]([C:9]1[C:14]([N+:15]([O-:17])=[O:16])=[CH:13][CH:12]=[CH:11][C:10]=1[N+:18]([O-:20])=[O:19])C(OC)=O.Cl(O)(=O)(=O)=O.C(OCC)(=O)C, predict the reaction product. The product is: [CH3:1][O:2][C:3](=[O:21])[CH2:4][C:9]1[C:14]([N+:15]([O-:17])=[O:16])=[CH:13][CH:12]=[CH:11][C:10]=1[N+:18]([O-:20])=[O:19]. (3) Given the reactants Br[C:2]1[S:3][C:4]2[CH:10]=[C:9]([Br:11])[CH:8]=[CH:7][C:5]=2[N:6]=1.C([Li])CCC.[CH:17]1([C:20]2[O:24][N:23]=[C:22]([C:25]3[C:30]([Cl:31])=[CH:29][CH:28]=[CH:27][C:26]=3[Cl:32])[C:21]=2[CH2:33][O:34][CH:35]2[CH2:39][CH2:38][C:37](=[O:40])[CH2:36]2)[CH2:19][CH2:18]1, predict the reaction product. The product is: [Br:11][C:9]1[CH:8]=[CH:7][C:5]2[N:6]=[C:2]([C:37]3([OH:40])[CH2:38][CH2:39][CH:35]([O:34][CH2:33][C:21]4[C:22]([C:25]5[C:30]([Cl:31])=[CH:29][CH:28]=[CH:27][C:26]=5[Cl:32])=[N:23][O:24][C:20]=4[CH:17]4[CH2:19][CH2:18]4)[CH2:36]3)[S:3][C:4]=2[CH:10]=1.